Predict the product of the given reaction. From a dataset of Forward reaction prediction with 1.9M reactions from USPTO patents (1976-2016). (1) Given the reactants [N:1]1[S:5][N:4]=[C:3]2[C:6]([S:10]([NH:13][C:14]3[CH:22]=[C:21]([Cl:23])[CH:20]=[CH:19][C:15]=3[C:16]([OH:18])=O)(=[O:12])=[O:11])=[CH:7][CH:8]=[CH:9][C:2]=12.[NH2:24][CH:25]1[CH2:33][C:32]2[C:27](=[CH:28][CH:29]=[CH:30][CH:31]=2)[CH2:26]1, predict the reaction product. The product is: [N:1]1[S:5][N:4]=[C:3]2[C:6]([S:10]([NH:13][C:14]3[CH:22]=[C:21]([Cl:23])[CH:20]=[CH:19][C:15]=3[C:16]([NH:24][CH:25]3[CH2:33][C:32]4[C:27](=[CH:28][CH:29]=[CH:30][CH:31]=4)[CH2:26]3)=[O:18])(=[O:11])=[O:12])=[CH:7][CH:8]=[CH:9][C:2]=12. (2) Given the reactants [C:1]([O:5][C:6]([NH:8][CH:9]([C:11]1[CH:25]=[CH:24][C:23]([Cl:26])=[CH:22][C:12]=1[CH2:13][NH:14][C:15](=[O:21])[C@@H:16]1[CH2:20][CH2:19][CH2:18][NH:17]1)[CH3:10])=[O:7])([CH3:4])([CH3:3])[CH3:2].CN1[CH2:33][CH2:32][O:31]CC1.CN([P+](ON1N=N[C:47]2[CH:48]=[CH:49][CH:50]=[CH:51][C:46]1=2)(N(C)C)N(C)C)C.F[P-](F)(F)(F)(F)F.CN(C=[O:65])C, predict the reaction product. The product is: [OH:65][C@H:33]([CH:46]1[CH2:51][CH2:50][CH2:49][CH2:48][CH2:47]1)[C:32]([N:17]1[CH2:18][CH2:19][CH2:20][C@H:16]1[C:15]([NH:14][CH2:13][C:12]1[CH:22]=[C:23]([Cl:26])[CH:24]=[CH:25][C:11]=1[CH:9]([NH:8][C:6]([O:5][C:1]([CH3:2])([CH3:3])[CH3:4])=[O:7])[CH3:10])=[O:21])=[O:31].